The task is: Predict the reactants needed to synthesize the given product.. This data is from Full USPTO retrosynthesis dataset with 1.9M reactions from patents (1976-2016). (1) Given the product [CH3:20][C:19]1[C:14]([CH:10]2[CH2:11][CH2:12][CH2:13][CH:8]([C:3]3[C:2]([CH3:1])=[CH:7][CH:6]=[CH:5][N:4]=3)[N:9]2[CH2:21][C:22]2[CH:23]=[C:24]([CH:27]=[CH:28][CH:29]=2)[C:25]([NH:32][OH:37])=[NH:26])=[N:15][CH:16]=[CH:17][CH:18]=1, predict the reactants needed to synthesize it. The reactants are: [CH3:1][C:2]1[C:3]([CH:8]2[CH2:13][CH2:12][CH2:11][CH:10]([C:14]3[C:19]([CH3:20])=[CH:18][CH:17]=[CH:16][N:15]=3)[N:9]2[CH2:21][C:22]2[CH:23]=[C:24]([CH:27]=[CH:28][CH:29]=2)[C:25]#[N:26])=[N:4][CH:5]=[CH:6][CH:7]=1.CC[N:32](CC)CC.[OH2:37]. (2) Given the product [NH2:29][CH2:28][C:27]1[CH:26]=[C:25]([NH:24][C:21]2[N:22]=[CH:23][C:18]3[C:17](=[O:42])[N:16]([C:10]4[C:9]([Cl:8])=[CH:14][CH:13]=[CH:12][C:11]=4[Cl:15])[CH:41]=[CH:40][C:19]=3[N:20]=2)[CH:39]=[CH:38][CH:37]=1, predict the reactants needed to synthesize it. The reactants are: C(O)(C(F)(F)F)=O.[Cl:8][C:9]1[CH:14]=[CH:13][CH:12]=[C:11]([Cl:15])[C:10]=1[N:16]1[CH:41]=[CH:40][C:19]2[N:20]=[C:21]([NH:24][C:25]3[CH:26]=[C:27]([CH:37]=[CH:38][CH:39]=3)[CH2:28][NH:29]C(=O)OC(C)(C)C)[N:22]=[CH:23][C:18]=2[C:17]1=[O:42]. (3) Given the product [CH3:1][N:2]1[C:15](=[O:16])[C:14]2=[C:13]([S:20][CH3:21])[S:12][C:11]([C:22]([O:24][CH2:25][CH3:26])=[O:23])=[C:10]2[CH2:9]1, predict the reactants needed to synthesize it. The reactants are: [CH3:1][NH2:2].O1CCCC1.Br[CH2:9][C:10]1[C:14]([C:15](OCC)=[O:16])=[C:13]([S:20][CH3:21])[S:12][C:11]=1[C:22]([O:24][CH2:25][CH3:26])=[O:23].C(O)C.C(=O)([O-])[O-].[K+].[K+]. (4) Given the product [CH3:41][C:19]1[CH:20]=[C:21]([C:24]([N:26]2[CH2:35][C:34]3[CH:33]=[N:32][N:31]([CH3:36])[C:30]=3[NH:29][C:28]3[CH:37]=[CH:38][CH:39]=[CH:40][C:27]2=3)=[O:25])[CH:22]=[CH:23][C:18]=1[O:17][CH2:16][CH2:15][CH2:14][C:13]([OH:42])=[O:12], predict the reactants needed to synthesize it. The reactants are: FC(F)(F)C(O)=O.C([O:12][C:13](=[O:42])[CH2:14][CH2:15][CH2:16][O:17][C:18]1[CH:23]=[CH:22][C:21]([C:24]([N:26]2[CH2:35][C:34]3[CH:33]=[N:32][N:31]([CH3:36])[C:30]=3[NH:29][C:28]3[CH:37]=[CH:38][CH:39]=[CH:40][C:27]2=3)=[O:25])=[CH:20][C:19]=1[CH3:41])(C)(C)C. (5) Given the product [C:25]([O:24][C:22]([N:29]1[CH2:34][CH2:33][C:32]([C:9]2[S:10][C:5]3[C:4]([N:11]4[CH2:16][CH2:15][O:14][CH2:13][CH2:12]4)=[N:3][C:2]([Cl:1])=[N:7][C:6]=3[CH:8]=2)([OH:35])[CH2:31][CH2:30]1)=[O:23])([CH3:28])([CH3:26])[CH3:27], predict the reactants needed to synthesize it. The reactants are: [Cl:1][C:2]1[N:3]=[C:4]([N:11]2[CH2:16][CH2:15][O:14][CH2:13][CH2:12]2)[C:5]2[S:10][CH:9]=[CH:8][C:6]=2[N:7]=1.C([Li])CCC.[C:22]([N:29]1[CH2:34][CH2:33][C:32](=[O:35])[CH2:31][CH2:30]1)([O:24][C:25]([CH3:28])([CH3:27])[CH3:26])=[O:23]. (6) The reactants are: [CH3:1][C:2]1[NH:3][C:4]2[CH2:5][C:6]([CH3:13])([CH3:12])[CH2:7][C:8](=[O:11])[C:9]=2[CH:10]=1.[O:14]1[CH2:19][CH2:18][N:17]([S:20]([C:23]2[CH:30]=[CH:29][C:26]([CH:27]=[O:28])=[CH:25][CH:24]=2)(=[O:22])=[O:21])[CH2:16][CH2:15]1.[OH-].[Na+]. Given the product [OH:28][CH:27]([C:26]1[CH:25]=[CH:24][C:23]([S:20]([N:17]2[CH2:18][CH2:19][O:14][CH2:15][CH2:16]2)(=[O:22])=[O:21])=[CH:30][CH:29]=1)[C:10]1[C:9]2[C:8](=[O:11])[CH2:7][C:6]([CH3:13])([CH3:12])[CH2:5][C:4]=2[NH:3][C:2]=1[CH3:1], predict the reactants needed to synthesize it. (7) Given the product [Cl:2][C:3]1[CH:23]=[CH:22][C:6]([C:7]([N:9]2[CH2:10][CH2:11][NH:12][CH2:13][CH2:14]2)=[O:8])=[CH:5][C:4]=1[N:24]([CH3:45])[C:25]([C:27]1[S:44][C:30]2[C:31]3[CH:39]=[CH:38][C:37]([C:40]([NH:41][CH3:42])=[O:43])=[CH:36][C:32]=3[O:33][CH2:34][CH2:35][C:29]=2[CH:28]=1)=[O:26], predict the reactants needed to synthesize it. The reactants are: Cl.[Cl:2][C:3]1[CH:23]=[CH:22][C:6]([C:7]([N:9]2[CH2:14][CH2:13][N:12](C(OC(C)(C)C)=O)[CH2:11][CH2:10]2)=[O:8])=[CH:5][C:4]=1[N:24]([CH3:45])[C:25]([C:27]1[S:44][C:30]2[C:31]3[CH:39]=[CH:38][C:37]([C:40](=[O:43])[NH:41][CH3:42])=[CH:36][C:32]=3[O:33][CH2:34][CH2:35][C:29]=2[CH:28]=1)=[O:26]. (8) Given the product [F:1][C:2]1[CH:3]=[C:4](/[CH:9]=[CH:10]/[CH:11]=[O:12])[CH:5]=[CH:6][C:7]=1[F:8], predict the reactants needed to synthesize it. The reactants are: [F:1][C:2]1[CH:3]=[C:4](/[CH:9]=[CH:10]/[C:11](N(OC)C)=[O:12])[CH:5]=[CH:6][C:7]=1[F:8].[H-].C([Al+]CC(C)C)C(C)C.C1(C)C=CC=CC=1. (9) The reactants are: C[N:2]([CH:4]=[C:5]1[C:10](=O)[CH2:9][CH2:8][N:7]([C:12]([O:14][C:15]([CH3:18])([CH3:17])[CH3:16])=[O:13])[CH2:6]1)C.Cl.[Cl:20][C:21]1[CH:26]=[CH:25][CH:24]=[CH:23][C:22]=1[NH:27]N. Given the product [Cl:20][C:21]1[CH:26]=[CH:25][CH:24]=[CH:23][C:22]=1[N:27]1[C:10]2[CH2:9][CH2:8][N:7]([C:12]([O:14][C:15]([CH3:18])([CH3:17])[CH3:16])=[O:13])[CH2:6][C:5]=2[CH:4]=[N:2]1, predict the reactants needed to synthesize it. (10) Given the product [O:17]=[C:11]1[C:10]2[CH:18]=[CH:19][CH:20]=[CH:21][C:9]=2[C:8]2[C:13](=[N:14][CH:15]=[CH:16][C:7]=2[O:6][C:5]2[CH:22]=[CH:23][C:2]([NH:1][C:37]([C:33]3[C:32](=[O:40])[N:31]([C:28]4[CH:27]=[CH:26][C:25]([F:24])=[CH:30][CH:29]=4)[CH:36]=[CH:35][CH:34]=3)=[O:38])=[CH:3][CH:4]=2)[NH:12]1, predict the reactants needed to synthesize it. The reactants are: [NH2:1][C:2]1[CH:23]=[CH:22][C:5]([O:6][C:7]2[CH:16]=[CH:15][N:14]=[C:13]3[C:8]=2[C:9]2[CH:21]=[CH:20][CH:19]=[CH:18][C:10]=2[C:11](=[O:17])[NH:12]3)=[CH:4][CH:3]=1.[F:24][C:25]1[CH:30]=[CH:29][C:28]([N:31]2[CH:36]=[CH:35][CH:34]=[C:33]([C:37](O)=[O:38])[C:32]2=[O:40])=[CH:27][CH:26]=1.C1N(P(Cl)(N2C(=O)OCC2)=O)C(=O)OC1.CCN(C(C)C)C(C)C.